From a dataset of Forward reaction prediction with 1.9M reactions from USPTO patents (1976-2016). Predict the product of the given reaction. (1) Given the reactants C(O)C.[Br:4][C:5]1[CH:10]=[CH:9][CH:8]=[C:7]([N+:11]([O-])=O)[C:6]=1[OH:14].[Cl-].[NH4+], predict the reaction product. The product is: [NH2:11][C:7]1[CH:8]=[CH:9][CH:10]=[C:5]([Br:4])[C:6]=1[OH:14]. (2) Given the reactants C([NH:5][S:6]([C:9]1[CH:14]=[CH:13][CH:12]=[C:11]([C:15]2[CH:20]=[CH:19][CH:18]=[C:17]([C:21]3[N:26]=[C:25]([C:27]([F:30])([F:29])[F:28])[CH:24]=[C:23]([C:31]4[CH:36]=[CH:35][C:34]([C:37]([F:40])([F:39])[F:38])=[CH:33][CH:32]=4)[N:22]=3)[N:16]=2)[CH:10]=1)(=[O:8])=[O:7])(C)(C)C.C(O)(C(F)(F)F)=O, predict the reaction product. The product is: [F:30][C:27]([F:28])([F:29])[C:25]1[CH:24]=[C:23]([C:31]2[CH:32]=[CH:33][C:34]([C:37]([F:40])([F:39])[F:38])=[CH:35][CH:36]=2)[N:22]=[C:21]([C:17]2[N:16]=[C:15]([C:11]3[CH:10]=[C:9]([S:6]([NH2:5])(=[O:8])=[O:7])[CH:14]=[CH:13][CH:12]=3)[CH:20]=[CH:19][CH:18]=2)[N:26]=1. (3) Given the reactants [CH3:1][N:2]([CH3:6])[CH2:3][CH2:4][OH:5].[C:7]([OH:11])(=[O:10])[CH:8]=[CH2:9], predict the reaction product. The product is: [OH:5][CH2:4][CH2:3][N+:2]([CH3:6])([CH3:1])[CH2:9][CH2:8][C:7]([O-:11])=[O:10]. (4) Given the reactants [CH2:1]([O:3][CH2:4][C:5]1[N:6]([CH2:29][CH:30]([CH3:32])[CH3:31])[C:7]2[C:16]3[C:11](=[CH:12][CH:13]=[C:14]([O:17][CH2:18][C:19]4[CH:20]=[N:21][CH:22]=[CH:23][CH:24]=4)[CH:15]=3)[N:10]3N=N[N:27]=[C:9]3[C:8]=2[N:28]=1)[CH3:2].C1(P(C2C=CC=CC=2)C2C=CC=CC=2)C=CC=CC=1.[OH-].[K+], predict the reaction product. The product is: [CH2:1]([O:3][CH2:4][C:5]1[N:6]([CH2:29][CH:30]([CH3:31])[CH3:32])[C:7]2[C:16]3[CH:15]=[C:14]([O:17][CH2:18][C:19]4[CH:20]=[N:21][CH:22]=[CH:23][CH:24]=4)[CH:13]=[CH:12][C:11]=3[N:10]=[C:9]([NH2:27])[C:8]=2[N:28]=1)[CH3:2]. (5) Given the reactants [CH3:1][O:2][C:3]1[CH:4]=[C:5]([CH:31]=[CH:32][C:33]=1[O:34][CH3:35])[CH2:6][CH:7]1[C:16]2[C:11](=[C:12]([OH:19])[CH:13]=[CH:14][C:15]=2[O:17][CH3:18])[CH2:10][CH2:9][N:8]1[CH2:20][C:21]([NH:23][CH2:24][C:25]1[CH:30]=[CH:29][CH:28]=[CH:27][N:26]=1)=[O:22].[CH2:36](Br)[CH2:37][CH3:38], predict the reaction product. The product is: [CH3:1][O:2][C:3]1[CH:4]=[C:5]([CH:31]=[CH:32][C:33]=1[O:34][CH3:35])[CH2:6][CH:7]1[C:16]2[C:11](=[C:12]([O:19][CH2:36][CH2:37][CH3:38])[CH:13]=[CH:14][C:15]=2[O:17][CH3:18])[CH2:10][CH2:9][N:8]1[CH2:20][C:21]([NH:23][CH2:24][C:25]1[CH:30]=[CH:29][CH:28]=[CH:27][N:26]=1)=[O:22]. (6) Given the reactants [CH3:1][N:2]([CH3:23])[C:3]([CH:5](C)[CH2:6][C:7]#[C:8][C:9]1[CH:10]=[C:11]([CH:19]=[CH:20][CH:21]=1)[C:12]([NH:14][CH:15]([CH3:18])[CH2:16][OH:17])=[O:13])=[O:4], predict the reaction product. The product is: [CH3:23][N:2]([CH3:1])[C:3]([CH2:5][CH2:6][CH:7]=[CH:8][C:9]1[CH:10]=[C:11]([CH:19]=[CH:20][CH:21]=1)[C:12]([NH:14][CH:15]([CH3:18])[CH2:16][OH:17])=[O:13])=[O:4]. (7) Given the reactants [Br:1][C:2]1[C:10]([OH:11])=[CH:9][C:5]([C:6]([OH:8])=[O:7])=[CH:4][C:3]=1[OH:12].[C:13]1(O)[C:22]2[C:17](=[CH:18][CH:19]=[CH:20][CH:21]=2)[CH:16]=[C:15]([OH:23])[CH:14]=1, predict the reaction product. The product is: [Br:1][C:2]1[C:10]([OH:11])=[CH:9][C:5]([C:6]([O:8][C:13]2[C:22]3[C:17](=[CH:18][CH:19]=[CH:20][CH:21]=3)[CH:16]=[C:15]([O:23][C:6](=[O:7])[C:5]3[CH:4]=[C:3]([OH:12])[C:2]([Br:1])=[C:10]([OH:11])[CH:9]=3)[CH:14]=2)=[O:7])=[CH:4][C:3]=1[OH:12]. (8) Given the reactants [BH4-].[Na+].[F:3][C:4]1[CH:9]=[CH:8][C:7]([N:10]2[CH2:15][CH2:14][N:13]([C:16]3[C:17]([CH3:30])=[C:18]([CH3:29])[C:19]4[O:23][C:22]([CH3:25])([CH3:24])[C:21](=O)[C:20]=4[C:27]=3[CH3:28])[CH2:12][CH2:11]2)=[CH:6][CH:5]=1.Cl.[CH2:32]([N:34](CC)[CH2:35][CH3:36])[CH3:33].CS([Cl:43])(=O)=O.N1CCCC1, predict the reaction product. The product is: [ClH:43].[F:3][C:4]1[CH:9]=[CH:8][C:7]([N:10]2[CH2:15][CH2:14][N:13]([C:16]3[C:17]([CH3:30])=[C:18]([CH3:29])[C:19]4[O:23][C:22]([CH3:24])([CH3:25])[CH:21]([N:34]5[CH2:35][CH2:36][CH2:33][CH2:32]5)[C:20]=4[C:27]=3[CH3:28])[CH2:12][CH2:11]2)=[CH:6][CH:5]=1. (9) The product is: [C:15]([NH:14][C:12](=[O:13])[C:11]1[CH:19]=[C:7]([O:6][C:5]2[CH:21]=[CH:22][C:2]([NH:1][C:42]3[C:43]4[N:35]([CH2:34][CH2:33][OH:32])[CH:36]=[CH:37][C:38]=4[N:39]=[CH:40][N:41]=3)=[CH:3][C:4]=2[Cl:23])[CH:8]=[CH:9][C:10]=1[F:20])([CH3:18])([CH3:16])[CH3:17]. Given the reactants [NH2:1][C:2]1[CH:22]=[CH:21][C:5]([O:6][C:7]2[CH:8]=[CH:9][C:10]([F:20])=[C:11]([CH:19]=2)[C:12]([NH:14][C:15]([CH3:18])([CH3:17])[CH3:16])=[O:13])=[C:4]([Cl:23])[CH:3]=1.C([O:32][CH2:33][CH2:34][N:35]1[C:43]2[C:42](Cl)=[N:41][CH:40]=[N:39][C:38]=2[CH:37]=[CH:36]1)(=O)C1C=CC=CC=1.C(O)(C)C.[OH-].[Na+], predict the reaction product. (10) Given the reactants Cl[C:2]1[CH:7]=[C:6]([C:8]2[CH:13]=[CH:12][CH:11]=[CH:10][CH:9]=2)[N:5]=[C:4]([NH:14][C:15](=[O:29])[CH2:16][CH2:17][C:18]([C:20]2[CH:21]=[CH:22][C:23]3[O:27][CH2:26][CH2:25][C:24]=3[CH:28]=2)=[O:19])[CH:3]=1.C1(C2C=CC=CC=2)C=CC=CC=1P(C1CCCCC1)C1CCCCC1.C(=O)([O-])[O-].[K+].[K+].[OH:61][C:62]1[CH:67]=[CH:66][CH:65]=[CH:64][C:63]=1B(O)O, predict the reaction product. The product is: [O:27]1[C:23]2[CH:22]=[CH:21][C:20]([C:18](=[O:19])[CH2:17][CH2:16][C:15]([NH:14][C:4]3[CH:3]=[C:2]([C:63]4[CH:64]=[CH:65][CH:66]=[CH:67][C:62]=4[OH:61])[CH:7]=[C:6]([C:8]4[CH:13]=[CH:12][CH:11]=[CH:10][CH:9]=4)[N:5]=3)=[O:29])=[CH:28][C:24]=2[CH2:25][CH2:26]1.